This data is from Full USPTO retrosynthesis dataset with 1.9M reactions from patents (1976-2016). The task is: Predict the reactants needed to synthesize the given product. (1) Given the product [NH2:1][C:2]1[N:10]=[CH:9][N:8]=[C:7]2[C:3]=1[N:4]=[CH:5][N:6]2[CH:11]1[O:15][C:14]([CH2:16][CH3:17])([CH2:18][OH:19])[CH:13]([OH:20])[CH2:12]1, predict the reactants needed to synthesize it. The reactants are: [NH2:1][C:2]1[N:10]=[CH:9][N:8]=[C:7]2[C:3]=1[N:4]=[CH:5][N:6]2[CH:11]1[O:15][C:14]([CH2:18][OH:19])([CH:16]=[CH2:17])[CH:13]([O:20]CC2C=CC=CC=2)[CH2:12]1.C(O)=O. (2) Given the product [Br:48][C:49]1[CH:54]=[CH:53][C:52]([CH:55]2[N:59]([C:60]3[CH:61]=[CH:62][C:63]([C:66]([CH3:69])([CH3:68])[CH3:67])=[CH:64][CH:65]=3)[CH:58]([C:70]3[CH:75]=[CH:74][C:73]([NH:76][CH2:77][C:78]4[CH:83]=[CH:82][C:81]([O:84][CH3:85])=[CH:80][C:79]=4[O:86][CH3:87])=[C:72]([NH:88][C:14]([C@@H:10]4[CH2:11][CH2:12][CH2:13][N:9]4[C:7](=[O:8])[C@@H:6]([NH:5][C:3](=[O:4])[O:2][CH3:1])[CH:17]([CH3:19])[CH3:18])=[O:16])[CH:71]=3)[CH2:57][CH2:56]2)=[CH:51][CH:50]=1, predict the reactants needed to synthesize it. The reactants are: [CH3:1][O:2][C:3]([NH:5][C@@H:6]([CH:17]([CH3:19])[CH3:18])[C:7]([N:9]1[CH2:13][CH2:12][CH2:11][C@H:10]1[C:14]([OH:16])=O)=[O:8])=[O:4].C1C=CC2N(O)N=NC=2C=1.CCN=C=NCCCN(C)C.CN1CCOCC1.[Br:48][C:49]1[CH:54]=[CH:53][C:52]([CH:55]2[N:59]([C:60]3[CH:65]=[CH:64][C:63]([C:66]([CH3:69])([CH3:68])[CH3:67])=[CH:62][CH:61]=3)[CH:58]([C:70]3[CH:71]=[C:72]([NH2:88])[C:73]([NH:76][CH2:77][C:78]4[CH:83]=[CH:82][C:81]([O:84][CH3:85])=[CH:80][C:79]=4[O:86][CH3:87])=[CH:74][CH:75]=3)[CH2:57][CH2:56]2)=[CH:51][CH:50]=1. (3) Given the product [CH2:1]([O:3][C:4](=[O:20])[CH:5]=[CH:6][C:7]1[C:8](=[O:24])[NH:9][C:10]2[C:15]([CH:16]=1)=[CH:14][C:13]([O:17][CH3:18])=[CH:12][CH:11]=2)[CH3:2], predict the reactants needed to synthesize it. The reactants are: [CH2:1]([O:3][C:4](=[O:20])[CH:5]=[CH:6][C:7]1[C:8](Cl)=[N:9][C:10]2[C:15]([CH:16]=1)=[CH:14][C:13]([O:17][CH3:18])=[CH:12][CH:11]=2)[CH3:2].Cl.C([OH:24])C.